This data is from Catalyst prediction with 721,799 reactions and 888 catalyst types from USPTO. The task is: Predict which catalyst facilitates the given reaction. Reactant: [C:1]([C:4]1[CH:9]=[C:8]([NH:10][C:11]([NH:13][CH2:14][CH3:15])=[O:12])[N:7]=[CH:6][C:5]=1[C:16]1[S:17][C:18]([C:27]([O:29][CH2:30][CH3:31])=[O:28])=[C:19]([C:21]2[N:26]=[CH:25][CH:24]=[CH:23][N:22]=2)[N:20]=1)(=O)[NH2:2].COC1C=CC(P2(SP(C3C=CC(OC)=CC=3)(=S)S2)=[S:41])=CC=1. Product: [C:1]([C:4]1[CH:9]=[C:8]([NH:10][C:11]([NH:13][CH2:14][CH3:15])=[O:12])[N:7]=[CH:6][C:5]=1[C:16]1[S:17][C:18]([C:27]([O:29][CH2:30][CH3:31])=[O:28])=[C:19]([C:21]2[N:22]=[CH:23][CH:24]=[CH:25][N:26]=2)[N:20]=1)(=[S:41])[NH2:2]. The catalyst class is: 1.